From a dataset of Forward reaction prediction with 1.9M reactions from USPTO patents (1976-2016). Predict the product of the given reaction. (1) Given the reactants [CH:1]([C:4]1[CH:9]=[CH:8][C:7]([NH:10][C:11]([C:13]2([OH:19])[CH2:18][CH2:17][NH:16][CH2:15][CH2:14]2)=[O:12])=[CH:6][CH:5]=1)([CH3:3])[CH3:2].[F:20][C:21]1[CH:28]=[CH:27][C:24]([CH2:25]Br)=[CH:23][CH:22]=1.CCN(CC)CC, predict the reaction product. The product is: [CH:1]([C:4]1[CH:5]=[CH:6][C:7]([NH:10][C:11]([C:13]2([OH:19])[CH2:18][CH2:17][N:16]([CH2:25][C:24]3[CH:27]=[CH:28][C:21]([F:20])=[CH:22][CH:23]=3)[CH2:15][CH2:14]2)=[O:12])=[CH:8][CH:9]=1)([CH3:3])[CH3:2]. (2) The product is: [Cl:25][C:21]1[CH:20]=[C:19]([CH:24]=[CH:23][CH:22]=1)[CH2:18][O:17][C:12]1[CH:11]=[C:10]2[C:15]([CH:16]=[C:7]([CH2:6][NH2:39])[CH:8]=[N:9]2)=[CH:14][CH:13]=1. Given the reactants CS(O[CH2:6][C:7]1[CH:8]=[N:9][C:10]2[C:15]([CH:16]=1)=[CH:14][CH:13]=[C:12]([O:17][CH2:18][C:19]1[CH:24]=[CH:23][CH:22]=[C:21]([Cl:25])[CH:20]=1)[CH:11]=2)(=O)=O.ClC1C=C(C=CC=1)COC1C=C2C(C=C(CO)C=[N:39]2)=CC=1.CCN(C(C)C)C(C)C.CS(Cl)(=O)=O, predict the reaction product. (3) Given the reactants [OH:1][C:2]1[CH:3]=[C:4]([NH:8][C:9]2[N:14]=[C:13]([NH:15][C:16]3[CH:21]=[CH:20][CH:19]=[C:18]([OH:22])[CH:17]=3)[C:12]([F:23])=[CH:11][N:10]=2)[CH:5]=[CH:6][CH:7]=1.OC1C=C(C=CC=1[C:32]([O:34][CH3:35])=[O:33])N.ClC1N=C(Cl)C(F)=CN=1, predict the reaction product. The product is: [OH:1][C:2]1[CH:3]=[C:4]([NH:8][C:9]2[N:14]=[C:13]([NH:15][C:16]3[CH:21]=[CH:20][C:19]([C:32]([O:34][CH3:35])=[O:33])=[C:18]([OH:22])[CH:17]=3)[C:12]([F:23])=[CH:11][N:10]=2)[CH:5]=[CH:6][C:7]=1[C:32]([O:34][CH3:35])=[O:33]. (4) The product is: [CH3:9][O:8][C:5]1[C:4]([NH:10][S:11]([C:14]2[CH:19]=[CH:18][CH:17]=[CH:16][CH:15]=2)(=[O:13])=[O:12])=[CH:3][C:2]([B:23]2[O:24][C:25]([CH3:27])([CH3:26])[C:21]([CH3:37])([CH3:20])[O:22]2)=[CH:7][N:6]=1. Given the reactants Br[C:2]1[CH:3]=[C:4]([NH:10][S:11]([C:14]2[CH:19]=[CH:18][CH:17]=[CH:16][CH:15]=2)(=[O:13])=[O:12])[C:5]([O:8][CH3:9])=[N:6][CH:7]=1.[CH3:20][C:21]1([CH3:37])[C:25]([CH3:27])([CH3:26])[O:24][B:23]([B:23]2[O:24][C:25]([CH3:27])([CH3:26])[C:21]([CH3:37])([CH3:20])[O:22]2)[O:22]1.C([O-])(=O)C.[K+].C1(P(C2CCCCC2)C2CCCCC2)CCCCC1, predict the reaction product. (5) The product is: [F:46][C:47]1[CH:48]=[CH:49][C:50]([N:53]2[CH2:58][CH2:57][N:56]([C:42]3[N:41]([C:37]4[CH:38]=[CH:39][CH:40]=[C:35]([C:34]([F:45])([F:44])[F:33])[CH:36]=4)[CH:27]([CH2:28][C:29]([O:31][CH3:32])=[O:30])[C:22]4[C:21](=[CH:26][CH:25]=[CH:24][CH:23]=4)[N:20]=3)[CH2:55][CH2:54]2)=[CH:51][CH:52]=1. Given the reactants C1(P(=[N:20][C:21]2[CH:26]=[CH:25][CH:24]=[CH:23][C:22]=2/[CH:27]=[CH:28]/[C:29]([O:31][CH3:32])=[O:30])(C2C=CC=CC=2)C2C=CC=CC=2)C=CC=CC=1.[F:33][C:34]([F:45])([F:44])[C:35]1[CH:40]=[CH:39][CH:38]=[C:37]([N:41]=[C:42]=O)[CH:36]=1.[F:46][C:47]1[CH:52]=[CH:51][C:50]([N:53]2[CH2:58][CH2:57][NH:56][CH2:55][CH2:54]2)=[CH:49][CH:48]=1, predict the reaction product. (6) The product is: [C:1]([O:5][C:6](=[O:7])[NH:8][CH:9]1[C:27](=[O:28])[N:26]2[CH:22]([CH2:23][CH:24]([O:29][C:30]3[C:39]4[C:34](=[CH:35][CH:36]=[CH:37][CH:38]=4)[CH:33]=[CH:32][N:31]=3)[CH2:25]2)[C:21](=[O:40])[NH:20][C:19]2([C:41]([NH:57][S:54]([C:51]3([CH2:44][C:45]4[CH:50]=[CH:49][CH:48]=[CH:47][CH:46]=4)[CH2:53][CH2:52]3)(=[O:55])=[O:56])=[O:42])[CH:17]([CH2:18]2)[CH:16]=[CH:15][CH2:14][CH2:13][CH2:12][CH2:11][CH2:10]1)([CH3:4])([CH3:2])[CH3:3]. Given the reactants [C:1]([O:5][C:6]([NH:8][CH:9]1[C:27](=[O:28])[N:26]2[CH:22]([CH2:23][CH:24]([O:29][C:30]3[C:39]4[C:34](=[CH:35][CH:36]=[CH:37][CH:38]=4)[CH:33]=[CH:32][N:31]=3)[CH2:25]2)[C:21](=[O:40])[NH:20][C:19]2([C:41](O)=[O:42])[CH:17]([CH2:18]2)[CH:16]=[CH:15][CH2:14][CH2:13][CH2:12][CH2:11][CH2:10]1)=[O:7])([CH3:4])([CH3:3])[CH3:2].[CH2:44]([C:51]1([S:54]([NH2:57])(=[O:56])=[O:55])[CH2:53][CH2:52]1)[C:45]1[CH:50]=[CH:49][CH:48]=[CH:47][CH:46]=1, predict the reaction product. (7) Given the reactants [Cl:1][C:2]1[N:7]=[C:6](S(C)(=O)=O)[N:5]=[C:4]([NH:12][CH:13]([CH3:15])[CH3:14])[C:3]=1[C:16]1[C:21]([F:22])=[CH:20][CH:19]=[CH:18][C:17]=1[Cl:23].[C-:24]#[N:25].[K+], predict the reaction product. The product is: [Cl:1][C:2]1[C:3]([C:16]2[C:21]([F:22])=[CH:20][CH:19]=[CH:18][C:17]=2[Cl:23])=[C:4]([NH:12][CH:13]([CH3:15])[CH3:14])[N:5]=[C:6]([C:24]#[N:25])[N:7]=1.